Task: Predict the reactants needed to synthesize the given product.. Dataset: Full USPTO retrosynthesis dataset with 1.9M reactions from patents (1976-2016) (1) Given the product [NH:1]1[C:5]2[CH:6]=[C:7]([C:10]3[NH:11][C:12]4[N:13]([N:17]=[C:18]([C:20]([NH2:24])=[O:22])[N:19]=4)[C:14](=[O:16])[CH:15]=3)[CH:8]=[CH:9][C:4]=2[N:3]=[N:2]1, predict the reactants needed to synthesize it. The reactants are: [NH:1]1[C:5]2[CH:6]=[C:7]([C:10]3[NH:11][C:12]4[N:13]([N:17]=[C:18]([C:20]([O:22]C)=O)[N:19]=4)[C:14](=[O:16])[CH:15]=3)[CH:8]=[CH:9][C:4]=2[N:3]=[N:2]1.[NH3:24]. (2) Given the product [CH3:1][O:2][C:3]1[CH:4]=[C:5]2[C:9](=[C:10]([O:14][CH3:15])[C:11]=1[O:12][CH3:13])[NH:8][C:7]([C:16]([OH:18])=[O:17])=[CH:6]2, predict the reactants needed to synthesize it. The reactants are: [CH3:1][O:2][C:3]1[CH:4]=[C:5]2[C:9](=[C:10]([O:14][CH3:15])[C:11]=1[O:12][CH3:13])[NH:8][C:7]([C:16]([O:18]C)=[O:17])=[CH:6]2.[OH-].[K+]. (3) Given the product [NH:18]1[C:19]2[C:15](=[CH:14][C:13]([O:12][C:6]3[C:5]4[C:10](=[CH:11][C:2]([O:1][CH2:25][CH2:26][N:27]5[CH2:32][CH2:31][CH2:30][CH2:29][CH2:28]5)=[C:3]([O:22][CH3:23])[CH:4]=4)[N:9]=[CH:8][N:7]=3)=[CH:21][CH:20]=2)[CH:16]=[CH:17]1, predict the reactants needed to synthesize it. The reactants are: [OH:1][C:2]1[CH:11]=[C:10]2[C:5]([C:6]([O:12][C:13]3[CH:14]=[C:15]4[C:19](=[CH:20][CH:21]=3)[NH:18][CH:17]=[CH:16]4)=[N:7][CH:8]=[N:9]2)=[CH:4][C:3]=1[O:22][CH3:23].O[CH2:25][CH2:26][N:27]1[CH2:32][CH2:31][CH2:30][CH2:29][CH2:28]1. (4) Given the product [Br:1][C:20]1[C:19](=[O:21])[N:18]([C:22]2[CH:23]=[C:24]([CH:29]=[CH:30][C:31]=2[CH3:32])[C:25]([O:27][CH3:28])=[O:26])[C:17]([S:33][CH3:34])=[N:16][C:15]=1[O:14][CH2:13][C:12]1[CH:35]=[CH:36][C:37]([F:39])=[CH:38][C:11]=1[C:9]#[N:10], predict the reactants needed to synthesize it. The reactants are: [Br:1]N1C(=O)CCC1=O.[C:9]([C:11]1[CH:38]=[C:37]([F:39])[CH:36]=[CH:35][C:12]=1[CH2:13][O:14][C:15]1[N:16]=[C:17]([S:33][CH3:34])[N:18]([C:22]2[CH:23]=[C:24]([CH:29]=[CH:30][C:31]=2[CH3:32])[C:25]([O:27][CH3:28])=[O:26])[C:19](=[O:21])[CH:20]=1)#[N:10]. (5) Given the product [Br:6][C:7]1[CH:11]=[C:10]([C:12]2[O:14][C:39](=[O:40])[C:38]3[CH:42]=[C:43]([Cl:47])[CH:44]=[C:45]([CH3:46])[C:37]=3[N:36]=2)[N:9]([C:15]2[C:20]([Cl:21])=[CH:19][CH:18]=[CH:17][N:16]=2)[N:8]=1, predict the reactants needed to synthesize it. The reactants are: CS(Cl)(=O)=O.[Br:6][C:7]1[CH:11]=[C:10]([C:12]([OH:14])=O)[N:9]([C:15]2[C:20]([Cl:21])=[CH:19][CH:18]=[CH:17][N:16]=2)[N:8]=1.N1C=CC(C(O)=O)=N1.N1C=CC=CC=1.[NH2:36][C:37]1[C:45]([CH3:46])=[CH:44][C:43]([Cl:47])=[CH:42][C:38]=1[C:39](O)=[O:40].